This data is from Retrosynthesis with 50K atom-mapped reactions and 10 reaction types from USPTO. The task is: Predict the reactants needed to synthesize the given product. Given the product N#Cc1ccc(CN=[N+]=[N-])c(Cl)c1, predict the reactants needed to synthesize it. The reactants are: N#Cc1ccc(CBr)c(Cl)c1.[N-]=[N+]=[N-].